Predict the product of the given reaction. From a dataset of Forward reaction prediction with 1.9M reactions from USPTO patents (1976-2016). (1) Given the reactants Br[C:2]1[O:6][C:5]([CH2:7][N:8]2[C:16]3[C:11](=[C:12]([C:19]([F:22])([F:21])[F:20])[C:13]([C:17]#[N:18])=[CH:14][CH:15]=3)[CH:10]=[C:9]2[CH:23]2[CH2:25][CH2:24]2)=[CH:4][CH:3]=1.C([O-])(=O)C.[K+].CC1C(C)OB(B2OC(C)C(C)O2)O1.Br[C:46]1[CH:51]=[C:50]([C:52]([F:55])([F:54])[F:53])[CH:49]=[CH:48][C:47]=1[F:56].C(=O)([O-])[O-].[Cs+].[Cs+], predict the reaction product. The product is: [CH:23]1([C:9]2[N:8]([CH2:7][C:5]3[O:6][C:2]([C:46]4[CH:51]=[C:50]([C:52]([F:54])([F:55])[F:53])[CH:49]=[CH:48][C:47]=4[F:56])=[CH:3][CH:4]=3)[C:16]3[C:11]([CH:10]=2)=[C:12]([C:19]([F:22])([F:21])[F:20])[C:13]([C:17]#[N:18])=[CH:14][CH:15]=3)[CH2:25][CH2:24]1. (2) Given the reactants [CH:1]1([N:7]2[C:12]([OH:13])=[C:11]([C:14]([NH:16][CH2:17][C:18]([O:20]CC)=[O:19])=[O:15])[C:10](=[O:23])[NH:9][C:8]2=[O:24])[CH2:6][CH2:5][CH2:4][CH2:3][CH2:2]1.[OH-].[Na+].Cl, predict the reaction product. The product is: [CH:1]1([N:7]2[C:12]([OH:13])=[C:11]([C:14]([NH:16][CH2:17][C:18]([OH:20])=[O:19])=[O:15])[C:10](=[O:23])[NH:9][C:8]2=[O:24])[CH2:2][CH2:3][CH2:4][CH2:5][CH2:6]1. (3) Given the reactants Cl[C:2]1[C:11]2[C:6](=[CH:7][CH:8]=[CH:9][CH:10]=2)[CH:5]=[CH:4][N:3]=1.[C:12]([O:16][C:17]([N:19]1[CH2:24][CH2:23][NH:22][CH2:21][CH2:20]1)=[O:18])([CH3:15])([CH3:14])[CH3:13].C1CCN2C(=NCCC2)CC1, predict the reaction product. The product is: [C:12]([O:16][C:17]([N:19]1[CH2:24][CH2:23][N:22]([C:2]2[C:11]3[C:6](=[CH:7][CH:8]=[CH:9][CH:10]=3)[CH:5]=[CH:4][N:3]=2)[CH2:21][CH2:20]1)=[O:18])([CH3:15])([CH3:13])[CH3:14]. (4) Given the reactants [F:1][C:2]1[CH:7]=[CH:6][C:5]([CH:8]2[C:16]3[C:11](=[CH:12][C:13]([CH2:17][OH:18])=[CH:14][CH:15]=3)[CH2:10][O:9]2)=[CH:4][CH:3]=1.C(=O)([O-])O.[Na+].Cl[O-].[Na+].O, predict the reaction product. The product is: [F:1][C:2]1[CH:7]=[CH:6][C:5]([CH:8]2[C:16]3[C:11](=[CH:12][C:13]([CH:17]=[O:18])=[CH:14][CH:15]=3)[CH2:10][O:9]2)=[CH:4][CH:3]=1. (5) Given the reactants C(O[C:4](=[O:15])[C:5]([N:10]1[CH:14]=[CH:13][N:12]=[N:11]1)=[CH:6][N:7](C)C)C.[NH:16]([C:18]1[N:23]=[CH:22][N:21]=[C:20]([N:24]2[CH2:29][CH2:28][O:27][CH2:26][CH2:25]2)[CH:19]=1)N.C(O)(C(F)(F)F)=O, predict the reaction product. The product is: [N:24]1([C:20]2[N:21]=[CH:22][N:23]=[C:18]([N:16]3[C:4](=[O:15])[C:5]([N:10]4[CH:14]=[CH:13][N:12]=[N:11]4)=[CH:6][NH:7]3)[CH:19]=2)[CH2:25][CH2:26][O:27][CH2:28][CH2:29]1.